This data is from Experimentally validated miRNA-target interactions with 360,000+ pairs, plus equal number of negative samples. The task is: Binary Classification. Given a miRNA mature sequence and a target amino acid sequence, predict their likelihood of interaction. (1) The miRNA is hsa-miR-421 with sequence AUCAACAGACAUUAAUUGGGCGC. The protein sequence of the target gene is MDIRKFFGVISSGKKPVNETVKNEKTKASEGTVKGKKGVKEAKVNNSGKEDASKPKQHSKKKRIIYDSDSESEETVQVKNAKKKSEKLSLSYKPGKVSQKDPVTYVSETDEDDDFVCKKAASKSKENGVSTNSYLGTSNVKKNEENVKTKNKPLSPIKLTPTSVLDYFGTESVQRSGKKMVTSKRKESSQNTEDSRLNDEAIAKQLQLDEDAELERQLHEDEEFARTLALLDEEPKIKKARKDSEEGEESFSSVQDDLSKAEKQKSPNKAELFSTARKTYSPAKHGKGRASEDAKQPCKS.... Result: 0 (no interaction). (2) The miRNA is hsa-miR-3680-3p with sequence UUUUGCAUGACCCUGGGAGUAGG. The protein sequence of the target gene is MDPQNQHGSGSSLVVIQQPSLDSRQRLDYEREIQPTAILSLDQIKAIRGSNEYTEGPSVVKRPAPRTAPRQEKHERTHEIIPINVNNNYEHRHTSHLGHAVLPSNARGPILSRSTSTGSAASSGSNSSASSEQGLLGRSPPTRPVPGHRSERAIRTQPKQLIVDDLKGSLKEDLTQHKFICEQCGKCKCGECTAPRTLPSCLACNRQCLCSAESMVEYGTCMCLVKGIFYHCSNDDEGDSYSDNPCSCSQSHCCSRYLCMGAMSLFLPCLLCYPPAKGCLKLCRRCYDWIHRPGCRCKNS.... Result: 1 (interaction). (3) The miRNA is hsa-miR-6510-5p with sequence CAGCAGGGGAGAGAGAGGAGUC. The protein sequence of the target gene is MPDRDSYANGTGSSGGGPGGGGSEEASGAGVGSGGASSDAICRDFLRNVCKRGKRCRYRHPDMSEVSNLGVSKNEFIFCHDFQNKECSRPNCRFIHGSKEDEDGYKKTGELPPRLRQKVAAGLGLSPADLPNGKEEVPICRDFLKGDCQRGAKCKFRHLQRDFEFDARGGGGTGGGSTGSVLPGRRHDLYDIYDLPDRGFEDHEPGPKRRRGGCCPPDGPHFESYEYSLAPPRGVECRLLEEENAMLRKRVEELKKQVSNLLATNEVLLEQNAQFRNQAKVITLSSTAPATEQTLAPTVG.... Result: 1 (interaction).